This data is from Forward reaction prediction with 1.9M reactions from USPTO patents (1976-2016). The task is: Predict the product of the given reaction. (1) Given the reactants [CH:1]([C:3]1[NH:7][C:6]([CH3:8])=[C:5]([C:9]([OH:11])=O)[C:4]=1[CH3:12])=[O:2].[CH2:13]([N:15]([CH2:19][CH3:20])[CH2:16][CH2:17][NH2:18])[CH3:14], predict the reaction product. The product is: [CH2:13]([N:15]([CH2:19][CH3:20])[CH2:16][CH2:17][NH:18][C:9]([C:5]1[C:4]([CH3:12])=[C:3]([CH:1]=[O:2])[NH:7][C:6]=1[CH3:8])=[O:11])[CH3:14]. (2) The product is: [CH2:1]([O:8][C:9]([NH:11][CH2:12][CH2:13][CH2:14][C@@H:15]([C:24]([NH:26][C@H:27]1[CH2:31][CH2:30][CH2:29][C@H:28]1[C:32]([O:34][CH3:35])=[O:33])=[O:25])[NH2:16])=[O:10])[C:2]1[CH:3]=[CH:4][CH:5]=[CH:6][CH:7]=1. Given the reactants [CH2:1]([O:8][C:9]([NH:11][CH2:12][CH2:13][CH2:14][C@@H:15]([C:24]([NH:26][C@H:27]1[CH2:31][CH2:30][CH2:29][C@H:28]1[C:32]([O:34][CH3:35])=[O:33])=[O:25])[NH:16]C(OC(C)(C)C)=O)=[O:10])[C:2]1[CH:7]=[CH:6][CH:5]=[CH:4][CH:3]=1.Cl.C(OCC)(=O)C, predict the reaction product. (3) Given the reactants F[C:2]1[C:7]([F:8])=[CH:6][CH:5]=[C:4]([F:9])[N:3]=1.NC[C:12]1([C:18]#[N:19])[CH2:17][CH2:16][O:15][CH2:14][CH2:13]1.[CH2:20]([N:22](CC)CC)C, predict the reaction product. The product is: [F:8][C:7]1[C:2]([NH:22][CH2:20][CH:14]2[CH2:13][CH:12]([C:18]#[N:19])[CH2:17][CH2:16][O:15]2)=[N:3][C:4]([F:9])=[CH:5][CH:6]=1. (4) Given the reactants [N:1]1([CH2:7][CH2:8][CH:9]2[CH2:18][CH2:17][C:16]3[C:11](=[CH:12][CH:13]=[C:14]([O:19][CH2:20][C:21]4[CH:29]=[CH:28][C:24]([C:25]([O-])=[O:26])=[CH:23][CH:22]=4)[CH:15]=3)[CH2:10]2)[CH2:6][CH2:5][CH2:4][CH2:3][CH2:2]1.CC(C)(C)C(Cl)=O.[NH2:37][C:38]1[CH:43]=[CH:42][CH:41]=[CH:40][CH:39]=1.C(=O)(O)[O-].[Na+], predict the reaction product. The product is: [C:38]1([NH:37][C:25](=[O:26])[C:24]2[CH:23]=[CH:22][C:21]([CH2:20][O:19][C:14]3[CH:15]=[C:16]4[C:11](=[CH:12][CH:13]=3)[CH2:10][CH:9]([CH2:8][CH2:7][N:1]3[CH2:6][CH2:5][CH2:4][CH2:3][CH2:2]3)[CH2:18][CH2:17]4)=[CH:29][CH:28]=2)[CH:43]=[CH:42][CH:41]=[CH:40][CH:39]=1.